The task is: Predict which catalyst facilitates the given reaction.. This data is from Catalyst prediction with 721,799 reactions and 888 catalyst types from USPTO. (1) Reactant: [CH2:1]([NH:8][C:9]1[N:10]=[CH:11][N:12](C(C2C=CC=CC=2)(C2C=CC=CC=2)C2C=CC=CC=2)[CH:13]=1)[C:2]1[CH:7]=[CH:6][CH:5]=[CH:4][CH:3]=1.[ClH:33]. Product: [ClH:33].[CH2:1]([NH:8][C:9]1[N:10]=[CH:11][NH:12][CH:13]=1)[C:2]1[CH:3]=[CH:4][CH:5]=[CH:6][CH:7]=1. The catalyst class is: 12. (2) Reactant: [CH:1]1([NH:4][C:5](=[O:26])[C:6]2[CH:11]=[CH:10][C:9]([CH3:12])=[C:8]([NH:13][C:14]3[CH:15]=[C:16]4[C:20](=[CH:21][CH:22]=3)[C:19](=[O:23])[C:18]([CH3:25])([CH3:24])[CH2:17]4)[CH:7]=2)[CH2:3][CH2:2]1.[CH3:27][Si]([N-][Si](C)(C)C)(C)C.[Na+].CI. Product: [CH:1]1([NH:4][C:5](=[O:26])[C:6]2[CH:11]=[CH:10][C:9]([CH3:12])=[C:8]([N:13]([C:14]3[CH:15]=[C:16]4[C:20](=[CH:21][CH:22]=3)[C:19](=[O:23])[C:18]([CH3:24])([CH3:25])[CH2:17]4)[CH3:27])[CH:7]=2)[CH2:2][CH2:3]1. The catalyst class is: 1. (3) Reactant: [CH2:1]([O:8][CH2:9][CH2:10][CH2:11][C:12]1[N:13]=[C:14]([C:29]2[CH:34]=[CH:33][C:32]([C:35]([F:38])([F:37])[F:36])=[CH:31][CH:30]=2)[S:15][C:16]=1[CH2:17][O:18][C:19]1[CH:26]=[CH:25][C:22]([C:23]#[N:24])=[C:21]([O:27][CH3:28])[CH:20]=1)[C:2]1[CH:7]=[CH:6][CH:5]=[CH:4][CH:3]=1.Cl.[NH2:40][OH:41].C(N(CC)CC)C. Product: [CH2:1]([O:8][CH2:9][CH2:10][CH2:11][C:12]1[N:13]=[C:14]([C:29]2[CH:30]=[CH:31][C:32]([C:35]([F:37])([F:38])[F:36])=[CH:33][CH:34]=2)[S:15][C:16]=1[CH2:17][O:18][C:19]1[CH:26]=[CH:25][C:22]([C:23]([NH:40][OH:41])=[NH:24])=[C:21]([O:27][CH3:28])[CH:20]=1)[C:2]1[CH:7]=[CH:6][CH:5]=[CH:4][CH:3]=1. The catalyst class is: 83. (4) The catalyst class is: 3. Product: [C:29]([O:33][C:34](=[O:42])[C:35]1[CH:36]=[CH:37][C:38]([O:41][C:21]2[CH:22]=[CH:23][C:24]([CH:27]=[O:28])=[CH:25][N:26]=2)=[CH:39][CH:40]=1)([CH3:32])([CH3:30])[CH3:31]. Reactant: COC(=O)C1C=CC(OC2C=CC(C=O)=CN=2)=CC=1.Br[C:21]1[N:26]=[CH:25][C:24]([CH:27]=[O:28])=[CH:23][CH:22]=1.[C:29]([O:33][C:34](=[O:42])[C:35]1[CH:40]=[CH:39][C:38]([OH:41])=[CH:37][CH:36]=1)([CH3:32])([CH3:31])[CH3:30].C([O-])([O-])=O.[K+].[K+]. (5) Reactant: O[CH2:2][C:3]1[C:11]([C:12]2[CH:13]=[N:14][N:15]([CH3:17])[CH:16]=2)=[CH:10][CH:9]=[C:8]2[C:4]=1[CH2:5][CH2:6][N:7]2[C:18]([O:20][C:21]([CH3:24])([CH3:23])[CH3:22])=[O:19]. Product: [CH3:2][C:3]1[C:11]([C:12]2[CH:13]=[N:14][N:15]([CH3:17])[CH:16]=2)=[CH:10][CH:9]=[C:8]2[C:4]=1[CH2:5][CH2:6][N:7]2[C:18]([O:20][C:21]([CH3:24])([CH3:23])[CH3:22])=[O:19]. The catalyst class is: 19. (6) Reactant: [CH3:1][O:2][C:3]1[C:28]([O:29][CH3:30])=[CH:27][C:6]2[N:7]([C:10]3[S:14][C:13]([C:15]([NH2:17])=O)=[C:12]([O:18][CH2:19][CH2:20][C:21]4[CH:26]=[CH:25][CH:24]=[CH:23][CH:22]=4)[CH:11]=3)[CH:8]=[N:9][C:5]=2[CH:4]=1. Product: [CH3:1][O:2][C:3]1[C:28]([O:29][CH3:30])=[CH:27][C:6]2[N:7]([C:10]3[S:14][C:13]([C:15]#[N:17])=[C:12]([O:18][CH2:19][CH2:20][C:21]4[CH:22]=[CH:23][CH:24]=[CH:25][CH:26]=4)[CH:11]=3)[CH:8]=[N:9][C:5]=2[CH:4]=1. The catalyst class is: 376.